Task: Regression. Given a peptide amino acid sequence and an MHC pseudo amino acid sequence, predict their binding affinity value. This is MHC class II binding data.. Dataset: Peptide-MHC class II binding affinity with 134,281 pairs from IEDB (1) The peptide sequence is PEFQSIVQTLNAMPE. The MHC is DRB3_0202 with pseudo-sequence DRB3_0202. The binding affinity (normalized) is 0.450. (2) The MHC is HLA-DQA10601-DQB10402 with pseudo-sequence HLA-DQA10601-DQB10402. The binding affinity (normalized) is 0.214. The peptide sequence is ANEAVQDPKFWELVD. (3) The peptide sequence is GVLFTFVLLLSGQIT. The MHC is DRB1_1501 with pseudo-sequence DRB1_1501. The binding affinity (normalized) is 0.208. (4) The peptide sequence is QVYPRSWSAVMLTFD. The MHC is HLA-DPA10103-DPB10401 with pseudo-sequence HLA-DPA10103-DPB10401. The binding affinity (normalized) is 0.490. (5) The peptide sequence is VFGYRKPLDNIKDNV. The MHC is DRB1_0101 with pseudo-sequence DRB1_0101. The binding affinity (normalized) is 0.255. (6) The peptide sequence is AAFQAAHARFVAAAA. The MHC is DRB5_0101 with pseudo-sequence DRB5_0101. The binding affinity (normalized) is 0.816. (7) The peptide sequence is IGSRGRRSCRAARRP. The MHC is DRB1_0101 with pseudo-sequence DRB1_0101. The binding affinity (normalized) is 0.580.